Predict the reactants needed to synthesize the given product. From a dataset of Full USPTO retrosynthesis dataset with 1.9M reactions from patents (1976-2016). (1) Given the product [CH3:16][C:17]1[N:21]([CH3:22])[C:20]([C:23]2[CH:24]=[C:25]([NH:29][C:11]([C:9]3[CH2:8][CH2:7][O:6][C:5]4[CH:14]=[CH:15][C:2]([F:1])=[CH:3][C:4]=4[CH:10]=3)=[O:13])[CH:26]=[CH:27][CH:28]=2)=[CH:19][N:18]=1, predict the reactants needed to synthesize it. The reactants are: [F:1][C:2]1[CH:15]=[CH:14][C:5]2[O:6][CH2:7][CH2:8][C:9]([C:11]([OH:13])=O)=[CH:10][C:4]=2[CH:3]=1.[CH3:16][C:17]1[N:21]([CH3:22])[C:20]([C:23]2[CH:24]=[C:25]([NH2:29])[CH:26]=[CH:27][CH:28]=2)=[CH:19][N:18]=1.Cl.C(N=C=NCCCN(C)C)C. (2) Given the product [CH2:1]([O:3][C:4]([C:6]1[N:7]([CH2:12][CH3:13])[CH:8]=[C:9]([C:22]#[C:21][C:23]2[CH:28]=[CH:27][CH:26]=[C:25]([O:29][CH3:30])[CH:24]=2)[CH:10]=1)=[O:5])[CH3:2], predict the reactants needed to synthesize it. The reactants are: [CH2:1]([O:3][C:4]([C:6]1[N:7]([CH2:12][CH3:13])[CH:8]=[C:9](I)[CH:10]=1)=[O:5])[CH3:2].CCN(CC)CC.[C:21]([C:23]1[CH:28]=[CH:27][CH:26]=[C:25]([O:29][CH3:30])[CH:24]=1)#[CH:22]. (3) Given the product [CH3:1][O:2][C:3]1[CH:4]=[C:5]2[C:10](=[CH:11][C:12]=1[O:13][CH3:14])[N:9]=[CH:8][N:7]=[C:6]2[O:15][C:16]1[CH:22]=[CH:21][C:19]([NH:20][C:38](=[O:40])[O:54][CH:52]([C:51]2[CH:55]=[CH:56][CH:57]=[CH:58][C:50]=2[Cl:49])[CH3:53])=[CH:18][CH:17]=1, predict the reactants needed to synthesize it. The reactants are: [CH3:1][O:2][C:3]1[CH:4]=[C:5]2[C:10](=[CH:11][C:12]=1[O:13][CH3:14])[N:9]=[CH:8][N:7]=[C:6]2[O:15][C:16]1[CH:22]=[CH:21][C:19]([NH2:20])=[CH:18][CH:17]=1.C1(C)C=CC=CC=1.C(N(CC)CC)C.Cl[C:38](Cl)([O:40]C(=O)OC(Cl)(Cl)Cl)Cl.[Cl:49][C:50]1[CH:58]=[CH:57][CH:56]=[CH:55][C:51]=1[CH:52]([OH:54])[CH3:53]. (4) Given the product [Cl:21][C:5]1[C:14]2[C:9](=[CH:10][C:11]([OH:15])=[CH:12][CH:13]=2)[N:8]=[CH:7][N:6]=1, predict the reactants needed to synthesize it. The reactants are: C(O[C:5]1[C:14]2[C:9](=[CH:10][C:11]([O:15]C(=O)C)=[CH:12][CH:13]=2)[N:8]=[CH:7][N:6]=1)(=O)C.S(Cl)([Cl:21])=O. (5) Given the product [C:25]([C:27]1[CH:32]=[CH:31][C:30]([C:2]2[CH:3]=[N:4][N:5]([C:9]3[CH:24]=[CH:23][C:12]([C:13]([NH:15][CH2:16][CH:17]4[CH2:22][CH2:21][O:20][CH2:19][CH2:18]4)=[O:14])=[CH:11][N:10]=3)[C:6]=2[O:7][CH3:8])=[C:29]([CH3:36])[CH:28]=1)#[N:26], predict the reactants needed to synthesize it. The reactants are: Br[C:2]1[CH:3]=[N:4][N:5]([C:9]2[CH:24]=[CH:23][C:12]([C:13]([NH:15][CH2:16][CH:17]3[CH2:22][CH2:21][O:20][CH2:19][CH2:18]3)=[O:14])=[CH:11][N:10]=2)[C:6]=1[O:7][CH3:8].[C:25]([C:27]1[CH:32]=[CH:31][C:30](B(O)O)=[C:29]([CH3:36])[CH:28]=1)#[N:26].C(=O)([O-])[O-].[Na+].[Na+].